Task: Regression. Given a peptide amino acid sequence and an MHC pseudo amino acid sequence, predict their binding affinity value. This is MHC class I binding data.. Dataset: Peptide-MHC class I binding affinity with 185,985 pairs from IEDB/IMGT (1) The binding affinity (normalized) is 0.0847. The peptide sequence is PAHKSQLVW. The MHC is HLA-A69:01 with pseudo-sequence HLA-A69:01. (2) The peptide sequence is RPRGHREFC. The MHC is HLA-B44:02 with pseudo-sequence HLA-B44:02. The binding affinity (normalized) is 0.0847.